Dataset: Forward reaction prediction with 1.9M reactions from USPTO patents (1976-2016). Task: Predict the product of the given reaction. (1) Given the reactants [Cl:1][C:2]1[C:3]([F:34])=[C:4]([CH:31]=[CH:32][CH:33]=1)[NH:5][C:6]1[C:15]2[C:10](=[CH:11][C:12]([O:29][CH3:30])=[C:13]([O:16][C@H:17]3[CH2:21][CH2:20][N:19]([C:22](OC(C)(C)C)=O)[CH2:18]3)[CH:14]=2)[N:9]=[CH:8][N:7]=1.C=O, predict the reaction product. The product is: [Cl:1][C:2]1[C:3]([F:34])=[C:4]([CH:31]=[CH:32][CH:33]=1)[NH:5][C:6]1[C:15]2[C:10](=[CH:11][C:12]([O:29][CH3:30])=[C:13]([O:16][C@H:17]3[CH2:21][CH2:20][N:19]([CH3:22])[CH2:18]3)[CH:14]=2)[N:9]=[CH:8][N:7]=1. (2) Given the reactants [CH:1]1([CH2:4][O:5][C:6]2[CH:13]=[CH:12][C:11]([C:14]3[C:15]4[CH:22]=[C:21]([C:23]5[CH:28]=[CH:27][C:26]([O:29][CH2:30][CH2:31][N:32]6[CH2:36][CH2:35][CH2:34][CH2:33]6)=[CH:25][CH:24]=5)[N:20](COCC[Si](C)(C)C)[C:16]=4[N:17]=[CH:18][N:19]=3)=[CH:10][C:7]=2[C:8]#[N:9])[CH2:3][CH2:2]1.[C:45]([OH:51])([C:47]([F:50])([F:49])[F:48])=[O:46], predict the reaction product. The product is: [CH:1]1([CH2:4][O:5][C:6]2[CH:13]=[CH:12][C:11]([C:14]3[C:15]4[CH:22]=[C:21]([C:23]5[CH:24]=[CH:25][C:26]([O:29][CH2:30][CH2:31][N:32]6[CH2:33][CH2:34][CH2:35][CH2:36]6)=[CH:27][CH:28]=5)[NH:20][C:16]=4[N:17]=[CH:18][N:19]=3)=[CH:10][C:7]=2[C:8]#[N:9])[CH2:2][CH2:3]1.[C:45]([OH:51])([C:47]([F:50])([F:49])[F:48])=[O:46]. (3) Given the reactants [NH2:1][C:2]1[N:7]=[C:6]([N:8]2[CH2:32][CH2:31][C:11]3([CH2:15][N:14](C(OCC4C=CC=CC=4)=O)[C@H:13]([C:26]([O:28][CH2:29][CH3:30])=[O:27])[CH2:12]3)[CH2:10][CH2:9]2)[CH:5]=[C:4]([O:33][C@H:34]([C:39]2[CH:44]=[CH:43][C:42]([C:45]3[CH:50]=[CH:49][C:48]([CH3:51])=[C:47]([CH3:52])[CH:46]=3)=[CH:41][C:40]=2[N:53]2[CH:57]=[CH:56][C:55]([CH3:58])=[N:54]2)[C:35]([F:38])([F:37])[F:36])[N:3]=1, predict the reaction product. The product is: [NH2:1][C:2]1[N:7]=[C:6]([N:8]2[CH2:32][CH2:31][C:11]3([CH2:15][NH:14][C@H:13]([C:26]([O:28][CH2:29][CH3:30])=[O:27])[CH2:12]3)[CH2:10][CH2:9]2)[CH:5]=[C:4]([O:33][C@H:34]([C:39]2[CH:44]=[CH:43][C:42]([C:45]3[CH:50]=[CH:49][C:48]([CH3:51])=[C:47]([CH3:52])[CH:46]=3)=[CH:41][C:40]=2[N:53]2[CH:57]=[CH:56][C:55]([CH3:58])=[N:54]2)[C:35]([F:38])([F:37])[F:36])[N:3]=1. (4) Given the reactants [NH2:1][CH2:2][C:3]1[N:4]([CH2:21][CH:22]([CH3:24])[CH3:23])[C:5](=[O:20])[C:6]2[C:11]([C:12]=1[C:13]1[CH:18]=[CH:17][CH:16]=[CH:15][CH:14]=1)=[CH:10][C:9](Br)=[CH:8][CH:7]=2.C[S-].[Na+].[CH3:28][S:29]C, predict the reaction product. The product is: [NH2:1][CH2:2][C:3]1[N:4]([CH2:21][CH:22]([CH3:24])[CH3:23])[C:5](=[O:20])[C:6]2[C:11]([C:12]=1[C:13]1[CH:18]=[CH:17][CH:16]=[CH:15][CH:14]=1)=[CH:10][C:9]([S:29][CH3:28])=[CH:8][CH:7]=2. (5) Given the reactants [C:1]([O:5][C:6]([N:8]1[CH2:13][CH:12]2[C:10]([C:14]3[CH:19]=[CH:18][C:17](Br)=[CH:16][CH:15]=3)([CH2:11]2)[CH2:9]1)=[O:7])([CH3:4])([CH3:3])[CH3:2].CC(C)([O-])C.[Na+].Cl.[F:28][CH:29]1[CH2:33][CH2:32][NH:31][CH2:30]1, predict the reaction product. The product is: [C:1]([O:5][C:6]([N:8]1[CH2:13][CH:12]2[C:10]([C:14]3[CH:19]=[CH:18][C:17]([N:31]4[CH2:32][CH2:33][CH:29]([F:28])[CH2:30]4)=[CH:16][CH:15]=3)([CH2:11]2)[CH2:9]1)=[O:7])([CH3:4])([CH3:3])[CH3:2]. (6) Given the reactants [NH:1]1[C:5]2[CH:6]=[CH:7][CH:8]=[CH:9][C:4]=2[N:3]=[C:2]1[C:10]([N:12]1[CH2:17][C@@H:16]2[CH2:18][C@H:13]1[CH2:14][N:15]2[C:19](=[O:26])[C@@H:20]([NH2:25])[C:21]([CH3:24])([CH3:23])[CH3:22])=[O:11].[CH3:27][C:28]1[CH:36]=[C:35]2[C:31]([CH:32]=[C:33]([C:37](O)=[O:38])[NH:34]2)=[CH:30][CH:29]=1.C(Cl)CCl.C1C=CC2N(O)N=NC=2C=1.CN1CCOCC1, predict the reaction product. The product is: [NH:1]1[C:5]2[CH:6]=[CH:7][CH:8]=[CH:9][C:4]=2[N:3]=[C:2]1[C:10]([N:12]1[CH2:17][C@@H:16]2[CH2:18][C@H:13]1[CH2:14][N:15]2[C:19]([C@@H:20]([NH:25][C:37]([C:33]1[NH:34][C:35]2[C:31]([CH:32]=1)=[CH:30][CH:29]=[C:28]([CH3:27])[CH:36]=2)=[O:38])[C:21]([CH3:22])([CH3:23])[CH3:24])=[O:26])=[O:11].